From a dataset of Forward reaction prediction with 1.9M reactions from USPTO patents (1976-2016). Predict the product of the given reaction. (1) Given the reactants [I:1][C:2]1[CH:7]=[CH:6][C:5]([C:8]([N:10]2[CH2:14][CH2:13][C@@H:12](OS(C)(=O)=O)[CH2:11]2)=[O:9])=[CH:4][CH:3]=1.[CH:20]1([NH2:24])[CH2:23][CH2:22][CH2:21]1, predict the reaction product. The product is: [CH:20]1([NH:24][C@H:12]2[CH2:13][CH2:14][N:10]([C:8]([C:5]3[CH:6]=[CH:7][C:2]([I:1])=[CH:3][CH:4]=3)=[O:9])[CH2:11]2)[CH2:23][CH2:22][CH2:21]1. (2) Given the reactants [C:1]([C:3]1[CH:8]=[CH:7][C:6]([S:9]([NH:12][CH2:13][CH2:14][OH:15])(=[O:11])=[O:10])=[CH:5][CH:4]=1)#[N:2].Cl.[NH2:17][OH:18].C([O-])(O)=O.[Na+], predict the reaction product. The product is: [OH:18][NH:17][C:1](=[NH:2])[C:3]1[CH:8]=[CH:7][C:6]([S:9](=[O:10])(=[O:11])[NH:12][CH2:13][CH2:14][OH:15])=[CH:5][CH:4]=1. (3) Given the reactants [NH2:1][C:2]1[C:3]([Cl:18])=[N:4][C:5]2[C:10]([C:11]=1[NH:12][CH2:13][C:14]([OH:17])([CH3:16])[CH3:15])=[CH:9][CH:8]=[CH:7][CH:6]=2.[CH2:19]([O:21][CH2:22][C:23](Cl)=O)[CH3:20].C1(C)C=CC(S(O)(=O)=O)=CC=1, predict the reaction product. The product is: [Cl:18][C:3]1[C:2]2[N:1]=[C:20]([CH2:19][O:21][CH2:22][CH3:23])[N:12]([CH2:13][C:14]([CH3:16])([CH3:15])[OH:17])[C:11]=2[C:10]2[CH:9]=[CH:8][CH:7]=[CH:6][C:5]=2[N:4]=1. (4) Given the reactants C([O:3][C:4](=[O:26])/[CH:5]=[CH:6]/[C:7]([N:9]1[C:14]2[CH:15]=[C:16]([CH3:19])[CH:17]=[CH:18][C:13]=2[O:12][CH:11]([C:20]2[CH:25]=[CH:24][CH:23]=[CH:22][CH:21]=2)[CH2:10]1)=[O:8])C.[OH-].[Na+], predict the reaction product. The product is: [CH3:19][C:16]1[CH:17]=[CH:18][C:13]2[O:12][CH:11]([C:20]3[CH:25]=[CH:24][CH:23]=[CH:22][CH:21]=3)[CH2:10][N:9]([C:7](=[O:8])/[CH:6]=[CH:5]/[C:4]([OH:26])=[O:3])[C:14]=2[CH:15]=1. (5) Given the reactants [CH3:1][O:2][C:3](=[O:14])[C:4]1[CH:9]=[CH:8][C:7]([N+:10]([O-])=O)=[CH:6][C:5]=1[Br:13].[Sn].Cl, predict the reaction product. The product is: [CH3:1][O:2][C:3](=[O:14])[C:4]1[CH:9]=[CH:8][C:7]([NH2:10])=[CH:6][C:5]=1[Br:13]. (6) The product is: [N+:1]([C:4]1[CH:12]=[CH:11][C:7]([C:8]([N:32]2[CH2:33][CH2:34][N:29]([CH3:28])[CH2:30][CH2:31]2)=[O:10])=[C:6]([C:13]([F:16])([F:15])[F:14])[CH:5]=1)([O-:3])=[O:2]. Given the reactants [N+:1]([C:4]1[CH:12]=[CH:11][C:7]([C:8]([OH:10])=O)=[C:6]([C:13]([F:16])([F:15])[F:14])[CH:5]=1)([O-:3])=[O:2].CN(C=O)C.C(Cl)(=O)C(Cl)=O.[CH3:28][N:29]1[CH2:34][CH2:33][NH:32][CH2:31][CH2:30]1, predict the reaction product. (7) Given the reactants [CH2:1]([O:4][C@H:5]([C@@H:25]([O:38][CH2:39][CH:40]=[CH2:41])[C@H:26]([O:34][CH2:35][CH:36]=[CH2:37])[C:27](=O)[CH2:28][O:29][CH2:30][CH:31]=[CH2:32])[C:6]([C:8]1[CH:13]=[CH:12][C:11]([Cl:14])=[C:10]([CH2:15][C:16]2[CH:21]=[CH:20][C:19]([O:22][CH2:23][CH3:24])=[CH:18][CH:17]=2)[CH:9]=1)=O)[CH:2]=[CH2:3].C([O-])=O.[NH4+].[BH3-]C#[N:48].[Na+], predict the reaction product. The product is: [CH2:35]([O:34][C@H:26]1[C@H:25]([O:38][CH2:39][CH:40]=[CH2:41])[C@@H:5]([O:4][CH2:1][CH:2]=[CH2:3])[C@H:6]([C:8]2[CH:13]=[CH:12][C:11]([Cl:14])=[C:10]([CH2:15][C:16]3[CH:21]=[CH:20][C:19]([O:22][CH2:23][CH3:24])=[CH:18][CH:17]=3)[CH:9]=2)[NH:48][C@@H:27]1[CH2:28][O:29][CH2:30][CH:31]=[CH2:32])[CH:36]=[CH2:37].